This data is from Full USPTO retrosynthesis dataset with 1.9M reactions from patents (1976-2016). The task is: Predict the reactants needed to synthesize the given product. (1) Given the product [Cl:4][C:5]1[CH:6]=[CH:7][C:8]2[N:14]3[C:15]([C:1]#[N:3])=[CH:16][CH:17]=[C:13]3[C@@H:12]([CH2:18][CH2:19][C:20]([O:22][CH3:23])=[O:21])[O:11][C@H:10]([C:24]3[CH:29]=[CH:28][CH:27]=[C:26]([O:30][CH3:31])[C:25]=3[O:32][CH3:33])[C:9]=2[CH:34]=1, predict the reactants needed to synthesize it. The reactants are: [C:1](#[N:3])C.[Cl:4][C:5]1[CH:6]=[CH:7][C:8]2[N:14]3[CH:15]=[CH:16][CH:17]=[C:13]3[C@@H:12]([CH2:18][CH2:19][C:20]([O:22][CH3:23])=[O:21])[O:11][C@H:10]([C:24]3[CH:29]=[CH:28][CH:27]=[C:26]([O:30][CH3:31])[C:25]=3[O:32][CH3:33])[C:9]=2[CH:34]=1.CN(C)C=O.ClS(N=C=O)(=O)=O. (2) Given the product [CH:1]1([C:7]2[C:8]3[CH:9]=[CH:10][C:11]([C:28]([O:30][CH3:31])=[O:29])=[CH:12][C:13]=3[N:14]3[C:21]=2[C:20]2[CH:22]=[CH:23][CH:24]=[CH:25][C:19]=2[O:18][CH2:17][CH:16]([CH:26]=[O:27])[CH2:15]3)[CH2:2][CH2:3][CH2:4][CH2:5][CH2:6]1, predict the reactants needed to synthesize it. The reactants are: [CH:1]1([C:7]2[C:8]3[CH:9]=[CH:10][C:11]([C:28]([O:30][CH3:31])=[O:29])=[CH:12][C:13]=3[N:14]3[C:21]=2[C:20]2[CH:22]=[CH:23][CH:24]=[CH:25][C:19]=2[O:18][CH2:17][CH:16]([CH2:26][OH:27])[CH2:15]3)[CH2:6][CH2:5][CH2:4][CH2:3][CH2:2]1. (3) Given the product [Cl:1][C:2]1[CH:3]=[CH:4][C:5]([N:8]2[CH:12]=[CH:11][C:10]([CH2:13][OH:14])=[N:9]2)=[CH:6][CH:7]=1, predict the reactants needed to synthesize it. The reactants are: [Cl:1][C:2]1[CH:7]=[CH:6][C:5]([N:8]2[CH:12]=[CH:11][C:10]([C:13](OC)=[O:14])=[N:9]2)=[CH:4][CH:3]=1.